Dataset: Catalyst prediction with 721,799 reactions and 888 catalyst types from USPTO. Task: Predict which catalyst facilitates the given reaction. (1) Reactant: [C:1]1([C:7]2[C:15]3[C:10](=[CH:11][CH:12]=[CH:13][CH:14]=3)[N:9](S(C3C=CC(C)=CC=3)(=O)=O)[C:8]=2[CH:26]([NH:28][C:29]2[N:37]=[CH:36][N:35]=[C:34]3[C:30]=2[N:31]=[CH:32][NH:33]3)[CH3:27])[CH:6]=[CH:5][CH:4]=[CH:3][CH:2]=1.[OH-].[K+]. The catalyst class is: 5. Product: [C:1]1([C:7]2[C:15]3[C:10](=[CH:11][CH:12]=[CH:13][CH:14]=3)[NH:9][C:8]=2[CH:26]([NH:28][C:29]2[N:37]=[CH:36][N:35]=[C:34]3[C:30]=2[N:31]=[CH:32][NH:33]3)[CH3:27])[CH:2]=[CH:3][CH:4]=[CH:5][CH:6]=1. (2) Reactant: [Br:1][C:2]1[CH:3]=[C:4]([NH:9]C(=O)C)[C:5]([CH3:8])=[N:6][CH:7]=1.C([O-])(=O)C.[K+].C(O)(=O)C.C(OC(=O)C)(=O)C.C(O[N:35]=O)CC(C)C.C(=O)(O)[O-].[Na+]. Product: [Br:1][C:2]1[CH:3]=[C:4]2[NH:9][N:35]=[CH:8][C:5]2=[N:6][CH:7]=1. The catalyst class is: 22. (3) Reactant: [CH:1]1([CH:6]([C:11]2[CH:16]=[CH:15][C:14]([CH2:17][N:18]3[C:22]([CH3:23])=[C:21]([CH2:24][CH:25]([CH3:27])[CH3:26])[S:20][C:19]3=[O:28])=[CH:13][CH:12]=2)[C:7]([O:9]C)=[O:8])[CH2:5][CH2:4][CH2:3][CH2:2]1.CO.[OH-].[Na+].Cl. Product: [CH:1]1([CH:6]([C:11]2[CH:16]=[CH:15][C:14]([CH2:17][N:18]3[C:22]([CH3:23])=[C:21]([CH2:24][CH:25]([CH3:26])[CH3:27])[S:20][C:19]3=[O:28])=[CH:13][CH:12]=2)[C:7]([OH:9])=[O:8])[CH2:5][CH2:4][CH2:3][CH2:2]1. The catalyst class is: 1. (4) Reactant: Br[C:2]1[C:3]2[C:8]([CH:9]=[C:10]3[C:15]=1[CH:14]=[CH:13][CH:12]=[CH:11]3)=[CH:7][CH:6]=[CH:5][CH:4]=2.B(O)O.C(=O)([O-])[O-].[Na+].[Na+]. Product: [CH:4]1[C:3]2[C:2](=[CH:15][CH:10]=[CH:9][CH:8]=2)[CH:6]=[CH:5][C:4]=1[C:3]1[C:2]2[C:11]([CH:10]=[C:9]3[C:8]=1[CH:7]=[CH:7][CH:6]=[CH:5]3)=[CH:12][CH:13]=[CH:14][CH:15]=2. The catalyst class is: 206. (5) Reactant: C[Si]([N-][Si](C)(C)C)(C)C.[Na+].[CH3:11][C:12]1([CH3:36])[CH2:21][CH2:20][C:19](=[O:22])[C:18]2[CH:17]=[C:16](/[CH:23]=[CH:24]/[C:25]3[CH:35]=[CH:34][C:28]([C:29]([O:31][CH2:32][CH3:33])=[O:30])=[CH:27][CH:26]=3)[CH:15]=[CH:14][C:13]1=2.[F:37][C:38]([F:58])([F:57])[S:39](N(C1C=CC(Cl)=CN=1)[S:39]([C:38]([F:58])([F:57])[F:37])(=[O:41])=[O:40])(=[O:41])=[O:40]. Product: [CH3:36][C:12]1([CH3:11])[CH2:21][CH:20]=[C:19]([O:22][S:39]([C:38]([F:58])([F:57])[F:37])(=[O:41])=[O:40])[C:18]2[CH:17]=[C:16](/[CH:23]=[CH:24]/[C:25]3[CH:26]=[CH:27][C:28]([C:29]([O:31][CH2:32][CH3:33])=[O:30])=[CH:34][CH:35]=3)[CH:15]=[CH:14][C:13]1=2. The catalyst class is: 1.